The task is: Predict the product of the given reaction.. This data is from Forward reaction prediction with 1.9M reactions from USPTO patents (1976-2016). (1) The product is: [C:17]([O:11][C:10]([N:3]1[CH2:8][CH2:7][C:6](=[O:9])[CH2:5][CH2:4]1)=[O:13])([CH3:27])([CH3:18])[CH3:16]. Given the reactants O.Cl.[NH:3]1[CH2:8][CH2:7][C:6](=[O:9])[CH2:5][CH2:4]1.[C:10](=[O:13])([O-])[O-:11].[Na+].[Na+].[CH3:16][C:17](C)([CH3:27])[C:18](O[C:16](=O)[C:17](C)([CH3:27])[CH3:18])=O, predict the reaction product. (2) The product is: [F:1][C:2]1[C:7]([O:8][CH2:9][CH2:10][CH2:11][CH2:12][CH2:13][CH3:14])=[C:6]([F:15])[CH:5]=[CH:4][C:3]=1[B:25]([OH:26])[OH:24]. Given the reactants [F:1][C:2]1[C:7]([O:8][CH2:9][CH2:10][CH2:11][CH2:12][CH2:13][CH3:14])=[C:6]([F:15])[CH:5]=[CH:4][CH:3]=1.C([Li])CCC.C([O:24][B:25](OC(C)C)[O:26]C(C)C)(C)C.Cl, predict the reaction product. (3) Given the reactants [C:1]([C:5]1[CH:21]=[CH:20][C:8]([C:9]([NH:11][C:12]2[CH:16]=[CH:15][S:14][C:13]=2[C:17]([OH:19])=[O:18])=O)=[CH:7][CH:6]=1)([CH3:4])([CH3:3])[CH3:2].C(Cl)(=O)C(Cl)=O, predict the reaction product. The product is: [C:1]([C:5]1[CH:21]=[CH:20][C:8]([C:9]2[O:18][C:17](=[O:19])[C:13]3[S:14][CH:15]=[CH:16][C:12]=3[N:11]=2)=[CH:7][CH:6]=1)([CH3:4])([CH3:3])[CH3:2]. (4) The product is: [CH3:42][O:43][C:44]([CH:46]1[CH2:51][CH2:50][CH:49]([CH2:21][N:18]2[CH:19]=[CH:20][C:16]([NH:15][C:13](=[O:14])[C@@H:12]([C:4]3[CH:5]=[CH:6][C:7]([S:8]([CH3:11])(=[O:10])=[O:9])=[C:2]([Cl:1])[CH:3]=3)[CH2:22][CH:23]3[CH2:24][CH2:25][CH2:26][CH2:27]3)=[N:17]2)[CH2:48][CH2:47]1)=[O:45]. Given the reactants [Cl:1][C:2]1[CH:3]=[C:4]([C@@H:12]([CH2:22][CH:23]2[CH2:27][CH2:26][CH2:25][CH2:24]2)[C:13]([NH:15][C:16]2[CH:20]=[CH:19][N:18]([CH3:21])[N:17]=2)=[O:14])[CH:5]=[CH:6][C:7]=1[S:8]([CH3:11])(=[O:10])=[O:9].C(Cl)(=O)C(Cl)=O.N1C(C)=CC=CC=1C.[CH3:42][O:43][C:44]([CH:46]1[CH2:51][CH2:50][CH:49](CN2C=CC(N)=N2)[CH2:48][CH2:47]1)=[O:45], predict the reaction product. (5) Given the reactants C1COCC1.[F-].C([N+](CCCC)(CCCC)CCCC)CCC.[CH2:24]([O:31][C:32]1[CH:37]=[CH:36][N:35]([C:38]2[CH:43]=[CH:42][C:41]([O:44][Si](C(C)(C)C)(C)C)=[CH:40][CH:39]=2)[C:34](=[O:52])[CH:33]=1)[C:25]1[CH:30]=[CH:29][CH:28]=[CH:27][CH:26]=1, predict the reaction product. The product is: [CH2:24]([O:31][C:32]1[CH:37]=[CH:36][N:35]([C:38]2[CH:39]=[CH:40][C:41]([OH:44])=[CH:42][CH:43]=2)[C:34](=[O:52])[CH:33]=1)[C:25]1[CH:30]=[CH:29][CH:28]=[CH:27][CH:26]=1.